Dataset: CYP2C19 inhibition data for predicting drug metabolism from PubChem BioAssay. Task: Regression/Classification. Given a drug SMILES string, predict its absorption, distribution, metabolism, or excretion properties. Task type varies by dataset: regression for continuous measurements (e.g., permeability, clearance, half-life) or binary classification for categorical outcomes (e.g., BBB penetration, CYP inhibition). Dataset: cyp2c19_veith. (1) The compound is CCC(=O)Nc1ccc(S(=O)(=O)N2CCN(c3ccc(F)cc3)CC2)cc1. The result is 1 (inhibitor). (2) The drug is CN(C)CN1CSC(=S)N(CN(C)C)C1. The result is 1 (inhibitor). (3) The drug is Cc1ccccc1-c1cncnc1NCCc1cnc[nH]1. The result is 1 (inhibitor). (4) The molecule is Cc1ccccc1OCC(O)Cn1c2ccccc2c2ccccc21. The result is 1 (inhibitor). (5) The result is 0 (non-inhibitor). The molecule is CC12CCC(C(=O)N(NC(=O)c3ccc(O)cc3)C1=O)C2(C)C.